From a dataset of NCI-60 drug combinations with 297,098 pairs across 59 cell lines. Regression. Given two drug SMILES strings and cell line genomic features, predict the synergy score measuring deviation from expected non-interaction effect. Drug 1: C1=CC(=CC=C1CCC2=CNC3=C2C(=O)NC(=N3)N)C(=O)NC(CCC(=O)O)C(=O)O. Drug 2: C#CCC(CC1=CN=C2C(=N1)C(=NC(=N2)N)N)C3=CC=C(C=C3)C(=O)NC(CCC(=O)O)C(=O)O. Cell line: SW-620. Synergy scores: CSS=25.7, Synergy_ZIP=-0.144, Synergy_Bliss=-0.672, Synergy_Loewe=-29.1, Synergy_HSA=1.18.